Dataset: Forward reaction prediction with 1.9M reactions from USPTO patents (1976-2016). Task: Predict the product of the given reaction. (1) Given the reactants Br[C:2]1[CH:22]=[C:21]([CH3:23])[CH:20]=[CH:19][C:3]=1[O:4][C:5]1[C:14]2[C:9](=[CH:10][C:11]([O:17][CH3:18])=[C:12]([O:15][CH3:16])[CH:13]=2)[N:8]=[CH:7][CH:6]=1.C([Li])CCC.CCCCCC.[C:35]([CH2:39][C:40](Cl)=[O:41])([CH3:38])([CH3:37])[CH3:36].O, predict the reaction product. The product is: [CH3:16][O:15][C:12]1[CH:13]=[C:14]2[C:9](=[CH:10][C:11]=1[O:17][CH3:18])[N:8]=[CH:7][CH:6]=[C:5]2[O:4][C:3]1[CH:19]=[CH:20][C:21]([CH3:23])=[CH:22][C:2]=1[C:40](=[O:41])[CH2:39][C:35]([CH3:38])([CH3:37])[CH3:36]. (2) Given the reactants [OH:1][C:2]1[CH:3]=[C:4]([CH:10]=[CH:11][C:12]=1[OH:13])[CH2:5][CH2:6][C:7]([OH:9])=O.[Cl:14][C:15]1[CH:22]=[CH:21][C:18]([CH2:19][NH2:20])=[CH:17][C:16]=1[C:23]([F:26])([F:25])[F:24].CN1CCOCC1.C1C=CC2N(O)N=NC=2C=1.O.CCN=C=NCCCN(C)C.Cl, predict the reaction product. The product is: [Cl:14][C:15]1[CH:22]=[CH:21][C:18]([CH2:19][NH:20][C:7](=[O:9])[CH2:6][CH2:5][C:4]2[CH:10]=[CH:11][C:12]([OH:13])=[C:2]([OH:1])[CH:3]=2)=[CH:17][C:16]=1[C:23]([F:24])([F:25])[F:26]. (3) The product is: [C:1]([C:5]1[CH:6]=[C:7]2[C:12](=[CH:13][CH:14]=1)[C:11](=[O:15])[NH:10][C:9](=[O:16])[C:8]2=[CH:17][NH:20][CH2:21][C:22]1[CH:27]=[C:26]([OH:28])[C:25]([O:29][CH2:30][CH2:31][CH3:32])=[CH:24][N:23]=1)([CH3:4])([CH3:3])[CH3:2]. Given the reactants [C:1]([C:5]1[CH:6]=[C:7]2[C:12](=[CH:13][CH:14]=1)[C:11](=[O:15])[NH:10][C:9](=[O:16])/[C:8]/2=[CH:17]/OC)([CH3:4])([CH3:3])[CH3:2].[NH2:20][CH2:21][C:22]1[CH:27]=[C:26]([OH:28])[C:25]([O:29][CH2:30][CH2:31][CH3:32])=[CH:24][N:23]=1, predict the reaction product. (4) Given the reactants [CH2:1]([O:3][C:4]([C:6]1[NH:7][CH:8]=[CH:9][C:10]=1[NH2:11])=[O:5])[CH3:2].[CH3:12][C:13]1[C:21]2[N:20]=[C:19]([CH:22]=O)[NH:18][C:17]=2[CH:16]=[CH:15][C:14]=1[CH3:24].CC(O)=O.[BH3-]C#N.[Na+].[OH-].[Na+], predict the reaction product. The product is: [CH3:12][C:13]1[C:21]2[N:20]=[C:19]([CH2:22][NH:11][C:10]3[CH:9]=[CH:8][NH:7][C:6]=3[C:4]([O:3][CH2:1][CH3:2])=[O:5])[NH:18][C:17]=2[CH:16]=[CH:15][C:14]=1[CH3:24].